From a dataset of Reaction yield outcomes from USPTO patents with 853,638 reactions. Predict the reaction yield, written as a fraction of the theoretical maximum amount of product (1.0 means a 100% yield; for example, 0.34 means a 34% yield). (1) The reactants are [NH2:1][C:2]1[N:3]=[C:4]([SH:18])[C:5]2[N:10]=[C:9]([C:11]3[CH:16]=[CH:15][C:14]([F:17])=[CH:13][CH:12]=3)[S:8][C:6]=2[N:7]=1.C(N(CC)CC)C.[CH2:26](Br)[C:27]1[CH:32]=[CH:31][CH:30]=[CH:29][CH:28]=1. The catalyst is CS(C)=O. The product is [CH2:26]([S:18][C:4]1[C:5]2[N:10]=[C:9]([C:11]3[CH:12]=[CH:13][C:14]([F:17])=[CH:15][CH:16]=3)[S:8][C:6]=2[N:7]=[C:2]([NH2:1])[N:3]=1)[C:27]1[CH:32]=[CH:31][CH:30]=[CH:29][CH:28]=1. The yield is 0.600. (2) The reactants are Br[C:2]1[CH:7]=[CH:6][C:5]([N:8]2[C:20]3[CH:19]=[CH:18][CH:17]=[CH:16][C:15]=3[C:14]3[C:9]2=[CH:10][CH:11]=[CH:12][CH:13]=3)=[CH:4][CH:3]=1.C([Li])CCC.[B:26](OC)([O:29]C)[O:27]C.Cl. The catalyst is CCCCCC.O1CCCC1. The product is [CH:10]1[C:9]2[N:8]([C:5]3[CH:4]=[CH:3][C:2]([B:26]([OH:29])[OH:27])=[CH:7][CH:6]=3)[C:20]3[C:15](=[CH:16][CH:17]=[CH:18][CH:19]=3)[C:14]=2[CH:13]=[CH:12][CH:11]=1. The yield is 0.659. (3) The product is [F:22][C:21]([F:24])([F:23])[C:20]([N:17]1[CH2:18][CH2:19][CH:14]([C:12]2[C:6]3[C:5](=[CH:4][C:3]([O:2][CH3:1])=[CH:8][CH:7]=3)[CH2:9][CH2:10][N:11]=2)[CH2:15][CH2:16]1)=[O:25]. The reactants are [CH3:1][O:2][C:3]1[CH:4]=[C:5]([CH2:9][CH2:10][NH:11][C:12]([CH:14]2[CH2:19][CH2:18][N:17]([C:20](=[O:25])[C:21]([F:24])([F:23])[F:22])[CH2:16][CH2:15]2)=O)[CH:6]=[CH:7][CH:8]=1. The yield is 0.880. The catalyst is O=P(Cl)(Cl)Cl. (4) The reactants are [CH3:1][C:2]1[N:3]=[CH:4][CH:5]=[C:6]2[C:11]=1[C:10](=[O:12])[N:9]([CH3:13])[C:8]1[CH:14]=[C:15]([O:24][CH2:25][C@@H:26]([NH:31]C(=O)OC(C)(C)C)[CH2:27][CH:28]([CH3:30])[CH3:29])[C:16]([C:18]3[CH:23]=[CH:22][CH:21]=[CH:20][N:19]=3)=[CH:17][C:7]2=1.Cl.O1CCOCC1.C([O-])(O)=O.[Na+]. The catalyst is CO.O. The product is [NH2:31][C@@H:26]([CH2:27][CH:28]([CH3:30])[CH3:29])[CH2:25][O:24][C:15]1[C:16]([C:18]2[CH:23]=[CH:22][CH:21]=[CH:20][N:19]=2)=[CH:17][C:7]2[C:6]3[C:11](=[C:2]([CH3:1])[N:3]=[CH:4][CH:5]=3)[C:10](=[O:12])[N:9]([CH3:13])[C:8]=2[CH:14]=1. The yield is 0.350.